Dataset: Peptide-MHC class II binding affinity with 134,281 pairs from IEDB. Task: Regression. Given a peptide amino acid sequence and an MHC pseudo amino acid sequence, predict their binding affinity value. This is MHC class II binding data. (1) The peptide sequence is TPVNIIGRNLLTQIG. The MHC is HLA-DQA10201-DQB10202 with pseudo-sequence HLA-DQA10201-DQB10202. The binding affinity (normalized) is 0.0792. (2) The peptide sequence is RQSGATIADVLAEKE. The MHC is HLA-DPA10201-DPB10501 with pseudo-sequence HLA-DPA10201-DPB10501. The binding affinity (normalized) is 0.263. (3) The peptide sequence is NRFSYIPNGALKFVD. The binding affinity (normalized) is 0.849. The MHC is DRB5_0101 with pseudo-sequence DRB5_0101. (4) The binding affinity (normalized) is 0.373. The MHC is DRB1_0901 with pseudo-sequence DRB1_0901. The peptide sequence is DRWLDLRYVGPASAD.